From a dataset of Catalyst prediction with 721,799 reactions and 888 catalyst types from USPTO. Predict which catalyst facilitates the given reaction. (1) Reactant: [Br:1][C:2]1[CH:3]=[C:4]([CH:6]=[CH:7][CH:8]=1)[NH2:5].[C:9]([O-])([O-])=O.[K+].[K+].CN(C=O)C.IC. Product: [CH3:9][NH:5][C:4]1[CH:6]=[CH:7][CH:8]=[C:2]([Br:1])[CH:3]=1. The catalyst class is: 6. (2) Reactant: [CH2:1]([N:4]1[C:16]2[CH:15]=[CH:14][C:13]([C:17]([OH:19])=O)=[CH:12][C:11]=2[C:10]2[C:5]1=[CH:6][CH:7]=[CH:8][CH:9]=2)[CH2:2][CH3:3].[NH2:20][C:21]([CH3:25])([CH3:24])[CH2:22]O.Cl.CN(C)CCCN=C=NCC.ON1C2C=CC=CC=2N=N1. The catalyst class is: 9. Product: [CH3:22][C:21]1([CH3:25])[CH2:24][O:19][C:17]([C:13]2[CH:12]=[CH:11][C:16]3[N:4]([CH2:1][CH2:2][CH3:3])[C:5]4[C:6]([C:15]=3[CH:14]=2)=[CH:7][CH:8]=[CH:9][CH:10]=4)=[N:20]1.